This data is from Peptide-MHC class II binding affinity with 134,281 pairs from IEDB. The task is: Regression. Given a peptide amino acid sequence and an MHC pseudo amino acid sequence, predict their binding affinity value. This is MHC class II binding data. (1) The peptide sequence is EVELREHGSDEWVAM. The MHC is DRB1_1201 with pseudo-sequence DRB1_1201. The binding affinity (normalized) is 0. (2) The peptide sequence is TFAATHNPWASQAG. The MHC is DRB1_0802 with pseudo-sequence DRB1_0802. The binding affinity (normalized) is 0.458. (3) The peptide sequence is FTQTMKGVERLAVMG. The MHC is DRB1_1301 with pseudo-sequence DRB1_1301. The binding affinity (normalized) is 0.787. (4) The peptide sequence is AAVPGKNVVNVQTKP. The MHC is DRB1_0901 with pseudo-sequence DRB1_0901. The binding affinity (normalized) is 0.340. (5) The MHC is DRB1_0802 with pseudo-sequence DRB1_0802. The peptide sequence is MSGPMQQLTQPLQQL. The binding affinity (normalized) is 0.436. (6) The peptide sequence is AEHQAIVRDVLAAGD. The MHC is DRB1_1101 with pseudo-sequence DRB1_1101. The binding affinity (normalized) is 0.0323.